Dataset: Reaction yield outcomes from USPTO patents with 853,638 reactions. Task: Predict the reaction yield, written as a fraction of the theoretical maximum amount of product (1.0 means a 100% yield; for example, 0.34 means a 34% yield). (1) The reactants are Br[C:2]1[CH:3]=[C:4]2[C:9](=[CH:10][CH:11]=1)[N:8]=[C:7]([CH3:12])[C:6]([C:13](=[O:18])[C:14]([F:17])([F:16])[F:15])=[C:5]2[C:19]1[CH:24]=[CH:23][CH:22]=[CH:21][CH:20]=1.[CH3:25][N:26]([CH3:32])[CH:27]1[CH2:31][CH2:30][NH:29][CH2:28]1. The catalyst is C(OCC)(=O)C.CO. The product is [CH3:25][N:26]([CH3:32])[CH:27]1[CH2:31][CH2:30][N:29]([C:2]2[CH:3]=[C:4]3[C:9](=[CH:10][CH:11]=2)[N:8]=[C:7]([CH3:12])[C:6]([C:13](=[O:18])[C:14]([F:17])([F:16])[F:15])=[C:5]3[C:19]2[CH:24]=[CH:23][CH:22]=[CH:21][CH:20]=2)[CH2:28]1. The yield is 0.370. (2) The reactants are Cl[C:2]1[CH:7]=[C:6]([O:8][C:9]2[CH:14]=[CH:13][C:12]([NH:15][C:16]3[CH:21]=[C:20]([C:22]4[CH:27]=[CH:26][CH:25]=[CH:24][CH:23]=4)[N:19]=[C:18]([NH2:28])[N:17]=3)=[CH:11][CH:10]=2)[CH:5]=[CH:4][N:3]=1.[N:29]1([CH2:35][CH2:36][OH:37])[CH2:34][CH2:33][O:32][CH2:31][CH2:30]1.[OH-].[K+].C1OCCOCCOCCOCCOCCOC1. The catalyst is C1(C)C=CC=CC=1.O. The product is [N:29]1([CH2:35][CH2:36][O:37][C:2]2[CH:7]=[C:6]([O:8][C:9]3[CH:14]=[CH:13][C:12]([NH:15][C:16]4[CH:21]=[C:20]([C:22]5[CH:27]=[CH:26][CH:25]=[CH:24][CH:23]=5)[N:19]=[C:18]([NH2:28])[N:17]=4)=[CH:11][CH:10]=3)[CH:5]=[CH:4][N:3]=2)[CH2:34][CH2:33][O:32][CH2:31][CH2:30]1. The yield is 0.150. (3) The reactants are [Cl:1][CH2:2][C@@H:3]([OH:31])[CH2:4][NH:5][C:6]([C:8]1[CH:9]=[N:10][N:11]2[CH:16]=[CH:15][C:14]([N:17]3[CH2:21][CH2:20][CH2:19][C@@H:18]3[C:22]3[C:23]([O:29][CH3:30])=[N:24][CH:25]=[C:26]([F:28])[CH:27]=3)=[N:13][C:12]=12)=[O:7].CC(OI1(OC(C)=O)(OC(C)=O)OC(=O)C2C=CC=CC1=2)=O. The catalyst is C(Cl)Cl. The product is [Cl:1][CH2:2][C:3](=[O:31])[CH2:4][NH:5][C:6]([C:8]1[CH:9]=[N:10][N:11]2[CH:16]=[CH:15][C:14]([N:17]3[CH2:21][CH2:20][CH2:19][C@@H:18]3[C:22]3[C:23]([O:29][CH3:30])=[N:24][CH:25]=[C:26]([F:28])[CH:27]=3)=[N:13][C:12]=12)=[O:7]. The yield is 0.640. (4) The reactants are [CH3:1][C:2]1[N:3]=[CH:4][N:5]([C:7]2[CH:14]=[CH:13][C:12]([N+:15]([O-])=O)=[CH:11][C:8]=2[C:9]#[N:10])[CH:6]=1. The catalyst is C(OCC)(=O)C.[Pd]. The product is [NH2:15][C:12]1[CH:13]=[CH:14][C:7]([N:5]2[CH:6]=[C:2]([CH3:1])[N:3]=[CH:4]2)=[C:8]([CH:11]=1)[C:9]#[N:10]. The yield is 0.800. (5) The reactants are [OH:1][B:2]1[C:6]2[CH:7]=[C:8]([CH2:11][CH:12]=O)[CH:9]=[CH:10][C:5]=2[CH2:4][O:3]1.[CH3:14][C:15]1(C)[O:20]C(=O)CC(=O)[O:16]1.[OH-].[Na+]. No catalyst specified. The product is [OH:1][B:2]1[C:6]2[CH:7]=[C:8]([CH2:11][CH2:12][CH2:14][C:15]([OH:20])=[O:16])[CH:9]=[CH:10][C:5]=2[CH2:4][O:3]1. The yield is 0.0730. (6) The reactants are [NH2:1][C:2]1[C:7]([NH2:8])=[CH:6][CH:5]=[CH:4][C:3]=1[OH:9].[CH2:10]([O:17][CH2:18][C:19](O)=O)[C:11]1[CH:16]=[CH:15][CH:14]=[CH:13][CH:12]=1.C(=O)(O)[O-].[Na+]. The catalyst is C(OCC)(=O)C. The product is [CH2:10]([O:17][CH2:18][C:19]1[NH:8][C:7]2[CH:6]=[CH:5][CH:4]=[C:3]([OH:9])[C:2]=2[N:1]=1)[C:11]1[CH:16]=[CH:15][CH:14]=[CH:13][CH:12]=1. The yield is 0.670. (7) The reactants are [Cl:1][C:2]1[CH:10]=[CH:9][C:5]([C:6]([OH:8])=O)=[C:4]([F:11])[CH:3]=1.CN(C(ON1N=NC2C=CC=NC1=2)=[N+](C)C)C.F[P-](F)(F)(F)(F)F.[CH3:36][O:37][C:38]1[CH:43]=[C:42]([NH2:44])[CH:41]=[CH:40][N:39]=1.CCN(CC)CC. The catalyst is ClCCl. The product is [Cl:1][C:2]1[CH:10]=[CH:9][C:5]([C:6]([NH:44][C:42]2[CH:41]=[CH:40][N:39]=[C:38]([O:37][CH3:36])[CH:43]=2)=[O:8])=[C:4]([F:11])[CH:3]=1. The yield is 0.390. (8) The reactants are Cl[C:2]1[N:19]=[N:18][C:5]2[CH2:6][CH2:7][N:8]3[C:16]4[CH:15]=[CH:14][CH:13]=[C:12]([F:17])[C:11]=4[CH:10]=[C:9]3[C:4]=2[CH:3]=1.[F:20][C:21]1[CH:26]=[CH:25][C:24]([C:27]2[O:28][C:29]3[CH:39]=[C:38]([N:40]([CH3:45])[S:41]([CH3:44])(=[O:43])=[O:42])[C:37](B(O)O)=[CH:36][C:30]=3[C:31]=2[C:32](=[O:35])[NH:33][CH3:34])=[CH:23][CH:22]=1.[O-]P([O-])([O-])=O.[K+].[K+].[K+]. The catalyst is CN(C=O)C. The product is [F:17][C:12]1[C:11]2[CH:10]=[C:9]3[C:4]4[CH:3]=[C:2]([C:37]5[C:38]([N:40]([CH3:45])[S:41]([CH3:44])(=[O:43])=[O:42])=[CH:39][C:29]6[O:28][C:27]([C:24]7[CH:25]=[CH:26][C:21]([F:20])=[CH:22][CH:23]=7)=[C:31]([C:32]([NH:33][CH3:34])=[O:35])[C:30]=6[CH:36]=5)[N:19]=[N:18][C:5]=4[CH2:6][CH2:7][N:8]3[C:16]=2[CH:15]=[CH:14][CH:13]=1. The yield is 0.130. (9) The reactants are [Mg].Br[CH2:3][CH2:4][CH2:5]/[CH:6]=[CH:7]\[CH2:8][CH2:9][CH2:10][CH2:11][CH3:12].[CH2:13]([CH:23]([CH2:26][CH2:27][CH2:28]/[CH:29]=[CH:30]\[CH2:31][CH2:32][CH2:33][CH2:34][CH3:35])[CH:24]=[O:25])[CH2:14][CH2:15]/[CH:16]=[CH:17]\[CH2:18][CH2:19][CH2:20][CH2:21][CH3:22].Cl. The catalyst is O1CCCC1. The product is [CH2:13]([CH:23]([CH2:26][CH2:27][CH2:28]/[CH:29]=[CH:30]\[CH2:31][CH2:32][CH2:33][CH2:34][CH3:35])[CH:24]([OH:25])[CH2:3][CH2:4][CH2:5]/[CH:6]=[CH:7]\[CH2:8][CH2:9][CH2:10][CH2:11][CH3:12])[CH2:14][CH2:15]/[CH:16]=[CH:17]\[CH2:18][CH2:19][CH2:20][CH2:21][CH3:22]. The yield is 0.760.